From a dataset of Catalyst prediction with 721,799 reactions and 888 catalyst types from USPTO. Predict which catalyst facilitates the given reaction. (1) Reactant: [C:1](Cl)(=[O:5])[C:2](Cl)=[O:3].[Cl:7][C:8]1[CH:13]=[CH:12][C:11]([C:14]2[NH:15][C:16]3[C:21]([CH:22]=2)=[C:20]([CH3:23])[CH:19]=[CH:18][CH:17]=3)=[CH:10][C:9]=1[S:24]([NH:27][CH:28]1[CH2:33][CH2:32][CH2:31][CH2:30][CH2:29]1)(=[O:26])=[O:25].[CH3:34][OH:35]. Product: [CH3:34][O:35][C:1](=[O:5])[C:2]([C:22]1[C:21]2[C:16](=[CH:17][CH:18]=[CH:19][C:20]=2[CH3:23])[NH:15][C:14]=1[C:11]1[CH:12]=[CH:13][C:8]([Cl:7])=[C:9]([S:24](=[O:26])(=[O:25])[NH:27][CH:28]2[CH2:33][CH2:32][CH2:31][CH2:30][CH2:29]2)[CH:10]=1)=[O:3]. The catalyst class is: 4. (2) Reactant: C([O:8][C:9]1[CH:14]=[CH:13][C:12]([C@H:15]2[C@H:19]([C:20]3[C:30]4=[C:31]5[C:26](=[CH:27][CH:28]=[CH:29]4)[CH2:25][CH2:24][CH2:23][N:22]5[CH:21]=3)[C:18](=[O:32])[NH:17][C:16]2=[O:33])=[CH:11][CH:10]=1)C1C=CC=CC=1.[H][H]. Product: [C:20]1([C@H:19]2[C@H:15]([C:12]3[CH:11]=[CH:10][C:9]([OH:8])=[CH:14][CH:13]=3)[C:16](=[O:33])[NH:17][C:18]2=[O:32])[C:30]2=[C:31]3[C:26](=[CH:27][CH:28]=[CH:29]2)[CH2:25][CH2:24][CH2:23][N:22]3[CH:21]=1. The catalyst class is: 45. (3) Reactant: [F:1][C:2]([F:39])([F:38])[C:3]1[CH:8]=[CH:7][C:6]([C:9]2(O)[C:13]3[C:14]([CH3:34])=[C:15]([N:20]4[CH2:25][CH2:24][N:23]([C:26]5[CH:31]=[CH:30][C:29]([O:32][CH3:33])=[CH:28][CH:27]=5)[CH2:22][CH2:21]4)[C:16]([CH3:19])=[C:17]([CH3:18])[C:12]=3[O:11][C:10]2([CH3:36])[CH3:35])=[CH:5][CH:4]=1. Product: [F:39][C:2]([F:1])([F:38])[C:3]1[CH:8]=[CH:7][C:6]([CH:9]2[C:13]3[C:14]([CH3:34])=[C:15]([N:20]4[CH2:25][CH2:24][N:23]([C:26]5[CH:31]=[CH:30][C:29]([O:32][CH3:33])=[CH:28][CH:27]=5)[CH2:22][CH2:21]4)[C:16]([CH3:19])=[C:17]([CH3:18])[C:12]=3[O:11][C:10]2([CH3:35])[CH3:36])=[CH:5][CH:4]=1. The catalyst class is: 8. (4) Reactant: [Mg].Br[C:3]1[CH:8]=[CH:7][C:6]([O:9][CH2:10][CH3:11])=[C:5]([F:12])[C:4]=1[F:13].[CH:14]([CH:16]1[CH2:21][CH2:20][C:19](=[O:22])[CH2:18][CH2:17]1)=[CH2:15].Cl. Product: [CH2:10]([O:9][C:6]1[CH:7]=[CH:8][C:3]([C:19]2([OH:22])[CH2:20][CH2:21][CH:16]([CH:14]=[CH2:15])[CH2:17][CH2:18]2)=[C:4]([F:13])[C:5]=1[F:12])[CH3:11]. The catalyst class is: 182. (5) Reactant: [N+:1]([C:4]1[CH:12]=[C:11]2[C:7]([CH:8]=[N:9][N:10]2[CH2:13][O:14][CH2:15][CH2:16][Si:17]([CH3:20])([CH3:19])[CH3:18])=[CH:6][CH:5]=1)([O-])=O. Product: [CH3:18][Si:17]([CH3:20])([CH3:19])[CH2:16][CH2:15][O:14][CH2:13][N:10]1[C:11]2[C:7](=[CH:6][CH:5]=[C:4]([NH2:1])[CH:12]=2)[CH:8]=[N:9]1. The catalyst class is: 19.